This data is from NCI-60 drug combinations with 297,098 pairs across 59 cell lines. The task is: Regression. Given two drug SMILES strings and cell line genomic features, predict the synergy score measuring deviation from expected non-interaction effect. (1) Drug 1: C1CC(C1)(C(=O)O)C(=O)O.[NH2-].[NH2-].[Pt+2]. Drug 2: CC1CCC2CC(C(=CC=CC=CC(CC(C(=O)C(C(C(=CC(C(=O)CC(OC(=O)C3CCCCN3C(=O)C(=O)C1(O2)O)C(C)CC4CCC(C(C4)OC)O)C)C)O)OC)C)C)C)OC. Cell line: NCI-H522. Synergy scores: CSS=-1.64, Synergy_ZIP=1.44, Synergy_Bliss=3.63, Synergy_Loewe=-1.99, Synergy_HSA=-2.00. (2) Drug 1: CC1=C2C(C(=O)C3(C(CC4C(C3C(C(C2(C)C)(CC1OC(=O)C(C(C5=CC=CC=C5)NC(=O)OC(C)(C)C)O)O)OC(=O)C6=CC=CC=C6)(CO4)OC(=O)C)OC)C)OC. Drug 2: C1CNP(=O)(OC1)N(CCCl)CCCl. Cell line: HOP-92. Synergy scores: CSS=13.3, Synergy_ZIP=-6.85, Synergy_Bliss=-4.85, Synergy_Loewe=-38.5, Synergy_HSA=-9.84. (3) Drug 1: CS(=O)(=O)C1=CC(=C(C=C1)C(=O)NC2=CC(=C(C=C2)Cl)C3=CC=CC=N3)Cl. Drug 2: CN(CC1=CN=C2C(=N1)C(=NC(=N2)N)N)C3=CC=C(C=C3)C(=O)NC(CCC(=O)O)C(=O)O. Cell line: UACC-257. Synergy scores: CSS=1.60, Synergy_ZIP=-1.65, Synergy_Bliss=1.11, Synergy_Loewe=-6.63, Synergy_HSA=-1.08. (4) Drug 1: CS(=O)(=O)C1=CC(=C(C=C1)C(=O)NC2=CC(=C(C=C2)Cl)C3=CC=CC=N3)Cl. Drug 2: CCC1=CC2CC(C3=C(CN(C2)C1)C4=CC=CC=C4N3)(C5=C(C=C6C(=C5)C78CCN9C7C(C=CC9)(C(C(C8N6C)(C(=O)OC)O)OC(=O)C)CC)OC)C(=O)OC.C(C(C(=O)O)O)(C(=O)O)O. Cell line: KM12. Synergy scores: CSS=68.2, Synergy_ZIP=11.3, Synergy_Bliss=10.5, Synergy_Loewe=-7.39, Synergy_HSA=15.8. (5) Drug 1: C1CNP(=O)(OC1)N(CCCl)CCCl. Drug 2: CCC1(C2=C(COC1=O)C(=O)N3CC4=CC5=C(C=CC(=C5CN(C)C)O)N=C4C3=C2)O.Cl. Cell line: SK-OV-3. Synergy scores: CSS=2.15, Synergy_ZIP=-6.16, Synergy_Bliss=-11.7, Synergy_Loewe=-38.7, Synergy_HSA=-13.1. (6) Drug 1: COC1=C(C=C2C(=C1)N=CN=C2NC3=CC(=C(C=C3)F)Cl)OCCCN4CCOCC4. Cell line: UACC62. Synergy scores: CSS=16.8, Synergy_ZIP=-4.86, Synergy_Bliss=0.783, Synergy_Loewe=0.322, Synergy_HSA=-0.00211. Drug 2: B(C(CC(C)C)NC(=O)C(CC1=CC=CC=C1)NC(=O)C2=NC=CN=C2)(O)O. (7) Drug 1: CC(C)NC(=O)C1=CC=C(C=C1)CNNC.Cl. Drug 2: COC1=C2C(=CC3=C1OC=C3)C=CC(=O)O2. Cell line: HCT-15. Synergy scores: CSS=-5.41, Synergy_ZIP=4.69, Synergy_Bliss=3.46, Synergy_Loewe=-1.66, Synergy_HSA=-4.63. (8) Drug 1: CC1=C(C(=O)C2=C(C1=O)N3CC4C(C3(C2COC(=O)N)OC)N4)N. Drug 2: C1C(C(OC1N2C=NC3=C2NC=NCC3O)CO)O. Cell line: UO-31. Synergy scores: CSS=2.11, Synergy_ZIP=0.600, Synergy_Bliss=-1.23, Synergy_Loewe=1.58, Synergy_HSA=-0.867. (9) Drug 1: CC12CCC3C(C1CCC2=O)CC(=C)C4=CC(=O)C=CC34C. Drug 2: CC1C(C(CC(O1)OC2CC(CC3=C2C(=C4C(=C3O)C(=O)C5=C(C4=O)C(=CC=C5)OC)O)(C(=O)CO)O)N)O.Cl. Cell line: MDA-MB-231. Synergy scores: CSS=39.3, Synergy_ZIP=0.589, Synergy_Bliss=-0.863, Synergy_Loewe=0.533, Synergy_HSA=0.983.